The task is: Predict the reactants needed to synthesize the given product.. This data is from Full USPTO retrosynthesis dataset with 1.9M reactions from patents (1976-2016). (1) Given the product [ClH:49].[C:1]([N:4]1[C:13]2[C:8](=[CH:9][C:10]([C:14]3[CH:15]=[N:16][N:17]([CH2:19][CH2:20][N:21]4[CH2:26][CH2:25][NH:24][CH2:23][CH2:22]4)[CH:18]=3)=[CH:11][CH:12]=2)[C@H:7]([NH:34][C:35](=[O:36])[O:37][CH:38]([CH3:39])[CH3:40])[CH2:6][C@@H:5]1[CH3:41])(=[O:3])[CH3:2], predict the reactants needed to synthesize it. The reactants are: [C:1]([N:4]1[C:13]2[C:8](=[CH:9][C:10]([C:14]3[CH:15]=[N:16][N:17]([CH2:19][CH2:20][N:21]4[CH2:26][CH2:25][N:24](C(OC(C)(C)C)=O)[CH2:23][CH2:22]4)[CH:18]=3)=[CH:11][CH:12]=2)[C@H:7]([NH:34][C:35]([O:37][CH:38]([CH3:40])[CH3:39])=[O:36])[CH2:6][C@@H:5]1[CH3:41])(=[O:3])[CH3:2].FC(F)(F)C(O)=O.[Cl:49]CCl. (2) Given the product [C:39]([OH:46])(=[O:45])/[CH:40]=[CH:41]\[C:42]([OH:44])=[O:43].[CH3:26][C:3]1([CH3:27])[C@H:2]([OH:1])[C@@H:15]([NH:16][CH2:17][CH2:18][C:19]2[CH:24]=[CH:23][CH:22]=[CH:21][CH:20]=2)[C:14]2[CH:13]=[C:12]3[C:7]([NH:8][CH2:9][CH2:10][O:11]3)=[CH:6][C:5]=2[O:4]1, predict the reactants needed to synthesize it. The reactants are: [OH:1][C@@H:2]1[C@@H:15]([NH:16][CH2:17][CH2:18][C:19]2[CH:24]=[CH:23][CH:22]=[CH:21][CH:20]=2)[C:14]2[CH:13]=[C:12]3[C:7]([NH:8][C:9](=O)[CH2:10][O:11]3)=[CH:6][C:5]=2[O:4][C:3]1([CH3:27])[CH3:26].[H-].[Al+3].[Li+].[H-].[H-].[H-].C(=O)([O-])O.[Na+].[C:39]([OH:46])(=[O:45])/[CH:40]=[CH:41]\[C:42]([OH:44])=[O:43]. (3) Given the product [O:1]=[C:2]([CH:5]1[C:9]2([CH2:14][CH2:13][N:12]([C:15]([O:17][C:18]([CH3:21])([CH3:20])[CH3:19])=[O:16])[CH2:11][CH2:10]2)[CH2:8][CH2:7][C:6]1=[O:22])[CH2:3][CH3:4], predict the reactants needed to synthesize it. The reactants are: [OH:1][CH:2]([CH:5]1[C:9]2([CH2:14][CH2:13][N:12]([C:15]([O:17][C:18]([CH3:21])([CH3:20])[CH3:19])=[O:16])[CH2:11][CH2:10]2)[CH2:8][CH2:7][CH:6]1[OH:22])[CH2:3][CH3:4].CC(C)=O.OS(O)(=O)=O.O=[Cr](=O)=O. (4) Given the product [OH:15][CH2:14][C@@H:11]1[CH2:10][CH2:9][C@H:8]([C:6]([O:5][CH2:1][CH2:2][CH2:3][CH3:4])=[O:7])[CH2:13][CH2:12]1, predict the reactants needed to synthesize it. The reactants are: [CH2:1]([O:5][C:6]([C@@H:8]1[CH2:13][CH2:12][C@H:11]([C:14](O)=[O:15])[CH2:10][CH2:9]1)=[O:7])[CH2:2][CH2:3][CH3:4].B. (5) Given the product [F:22][C:19]1[CH:18]=[CH:17][C:14]([C:15]#[N:16])=[C:13]([NH:12][C:3]2[CH2:7][N:6]([CH2:8][CH2:9][CH3:10])[C:5](=[O:11])[CH:4]=2)[C:20]=1[I:21], predict the reactants needed to synthesize it. The reactants are: CO[C:3]1[CH2:7][N:6]([CH2:8][CH2:9][CH3:10])[C:5](=[O:11])[CH:4]=1.[NH2:12][C:13]1[C:20]([I:21])=[C:19]([F:22])[CH:18]=[CH:17][C:14]=1[C:15]#[N:16]. (6) The reactants are: [C:1](OC)(OC)(OC)[CH2:2][CH2:3][CH2:4][CH3:5].[CH2:12]([O:19][C:20]1[CH:29]=[C:28]2[C:23]([C:24]([NH:31][CH2:32][CH2:33][O:34][C:35]3[CH:40]=[CH:39][CH:38]=[CH:37][CH:36]=3)=[C:25]([NH2:30])[CH:26]=[N:27]2)=[CH:22][CH:21]=1)[C:13]1[CH:18]=[CH:17][CH:16]=[CH:15][CH:14]=1. Given the product [CH2:12]([O:19][C:20]1[CH:21]=[CH:22][C:23]2[C:24]3[N:31]([CH2:32][CH2:33][O:34][C:35]4[CH:40]=[CH:39][CH:38]=[CH:37][CH:36]=4)[C:1]([CH2:2][CH2:3][CH2:4][CH3:5])=[N:30][C:25]=3[CH:26]=[N:27][C:28]=2[CH:29]=1)[C:13]1[CH:14]=[CH:15][CH:16]=[CH:17][CH:18]=1, predict the reactants needed to synthesize it. (7) Given the product [ClH:40].[ClH:40].[F:39][CH:2]([F:1])[C:3]1[N:7]([C:8]2[CH:13]=[C:12]([N:14]3[CH2:15][CH2:16][O:17][CH2:18][CH2:19]3)[N:11]=[C:10]([NH:20][CH2:21][CH:22]3[CH2:23][CH2:24][N:25]([C@H:28]4[CH2:29][CH2:30][C@H:31]([F:34])[CH2:32][CH2:33]4)[CH2:26][CH2:27]3)[N:9]=2)[C:6]2[CH:35]=[CH:36][CH:37]=[CH:38][C:5]=2[N:4]=1, predict the reactants needed to synthesize it. The reactants are: [F:1][CH:2]([F:39])[C:3]1[N:7]([C:8]2[CH:13]=[C:12]([N:14]3[CH2:19][CH2:18][O:17][CH2:16][CH2:15]3)[N:11]=[C:10]([NH:20][CH2:21][CH:22]3[CH2:27][CH2:26][N:25]([C@H:28]4[CH2:33][CH2:32][C@H:31]([F:34])[CH2:30][CH2:29]4)[CH2:24][CH2:23]3)[N:9]=2)[C:6]2[CH:35]=[CH:36][CH:37]=[CH:38][C:5]=2[N:4]=1.[ClH:40]. (8) Given the product [F:22][C:16]1[CH:17]=[CH:18][C:19]([F:21])=[CH:20][C:15]=1[C:13]1[CH2:12][N:11]([C:23]([N:25]([CH:26]2[CH2:27][CH2:28][N:29]([C:42](=[O:43])[CH2:41][N:40]([CH3:45])[CH3:39])[CH2:30][CH2:31]2)[CH3:32])=[O:24])[C:10]([CH2:9][OH:8])([C:33]2[CH:38]=[CH:37][CH:36]=[CH:35][CH:34]=2)[CH:14]=1, predict the reactants needed to synthesize it. The reactants are: [Si]([O:8][CH2:9][C:10]1([C:33]2[CH:38]=[CH:37][CH:36]=[CH:35][CH:34]=2)[CH:14]=[C:13]([C:15]2[CH:20]=[C:19]([F:21])[CH:18]=[CH:17][C:16]=2[F:22])[CH2:12][N:11]1[C:23]([N:25]([CH3:32])[CH:26]1[CH2:31][CH2:30][NH:29][CH2:28][CH2:27]1)=[O:24])(C(C)(C)C)(C)C.[CH3:39][N:40]([CH3:45])[CH2:41][C:42](O)=[O:43].CCN=C=NCCCN(C)C. (9) Given the product [Cl:2][C:3]1[CH:8]=[CH:7][CH:6]=[CH:5][C:4]=1[N:9]1[CH:13]([C:14]2[CH:15]=[N:16][C:17]([C:20]3[CH2:21][CH2:22][N:23]([S:37]([CH3:36])(=[O:39])=[O:38])[CH2:24][CH:25]=3)=[CH:18][CH:19]=2)[CH2:12][C:11]([C:26]([C:28]([F:31])([F:29])[F:30])([C:32]([F:33])([F:35])[F:34])[OH:27])=[N:10]1, predict the reactants needed to synthesize it. The reactants are: Cl.[Cl:2][C:3]1[CH:8]=[CH:7][CH:6]=[CH:5][C:4]=1[N:9]1[CH:13]([C:14]2[CH:15]=[N:16][C:17]([C:20]3[CH2:21][CH2:22][NH:23][CH2:24][CH:25]=3)=[CH:18][CH:19]=2)[CH2:12][C:11]([C:26]([C:32]([F:35])([F:34])[F:33])([C:28]([F:31])([F:30])[F:29])[OH:27])=[N:10]1.[CH3:36][S:37](Cl)(=[O:39])=[O:38].C(N(CC)CC)C.